This data is from Full USPTO retrosynthesis dataset with 1.9M reactions from patents (1976-2016). The task is: Predict the reactants needed to synthesize the given product. (1) Given the product [F:17][C:18]([F:30])([F:31])[C:19]1[CH:20]=[C:21]([NH:22][C:14]([CH:10]2[CH2:11][C:12](=[O:13])[N:8]([C:5]3[CH:4]=[CH:3][C:2]([Cl:1])=[CH:7][CH:6]=3)[CH2:9]2)=[O:16])[CH:23]=[C:24]([C:26]([F:27])([F:29])[F:28])[CH:25]=1, predict the reactants needed to synthesize it. The reactants are: [Cl:1][C:2]1[CH:7]=[CH:6][C:5]([N:8]2[C:12](=[O:13])[CH2:11][CH:10]([C:14]([OH:16])=O)[CH2:9]2)=[CH:4][CH:3]=1.[F:17][C:18]([F:31])([F:30])[C:19]1[CH:20]=[C:21]([CH:23]=[C:24]([C:26]([F:29])([F:28])[F:27])[CH:25]=1)[NH2:22].Cl.CN(C)CCCN=C=NCC. (2) The reactants are: [Cl:1][C:2]1[CH:7]=[CH:6][C:5]([S:8]([N:11]([CH2:19][C:20]2[CH:28]=[CH:27][C:23]([C:24]([OH:26])=O)=[CH:22][CH:21]=2)[CH2:12][C:13]2[CH:18]=[CH:17][CH:16]=[CH:15][N:14]=2)(=[O:10])=[O:9])=[CH:4][CH:3]=1.[CH3:29][O:30][C:31]1[CH:36]=[CH:35][C:34]([S:37]([NH2:40])(=[O:39])=[O:38])=[CH:33][CH:32]=1. Given the product [Cl:1][C:2]1[CH:3]=[CH:4][C:5]([S:8]([N:11]([CH2:19][C:20]2[CH:28]=[CH:27][C:23]([C:24]([NH:40][S:37]([C:34]3[CH:33]=[CH:32][C:31]([O:30][CH3:29])=[CH:36][CH:35]=3)(=[O:38])=[O:39])=[O:26])=[CH:22][CH:21]=2)[CH2:12][C:13]2[CH:18]=[CH:17][CH:16]=[CH:15][N:14]=2)(=[O:9])=[O:10])=[CH:6][CH:7]=1, predict the reactants needed to synthesize it. (3) Given the product [CH2:1]([N:8]1[CH2:13][CH2:12][CH:11]([NH:14][C:15]2[N:20]=[CH:19][C:18](/[CH:21]=[CH:22]/[C:23]([OH:25])=[O:24])=[CH:17][CH:16]=2)[CH2:10][CH2:9]1)[C:2]1[CH:3]=[CH:4][CH:5]=[CH:6][CH:7]=1, predict the reactants needed to synthesize it. The reactants are: [CH2:1]([N:8]1[CH2:13][CH2:12][CH:11]([NH:14][C:15]2[N:20]=[CH:19][C:18](/[CH:21]=[CH:22]/[C:23]([O:25]CC)=[O:24])=[CH:17][CH:16]=2)[CH2:10][CH2:9]1)[C:2]1[CH:7]=[CH:6][CH:5]=[CH:4][CH:3]=1.[OH-].[Na+]. (4) Given the product [CH3:16][NH:17][CH2:12][C:11]1[CH:14]=[CH:15][C:8]([O:7][C:5]2[CH:6]=[N:1][CH:2]=[N:3][CH:4]=2)=[CH:9][CH:10]=1, predict the reactants needed to synthesize it. The reactants are: [N:1]1[CH:6]=[C:5]([O:7][C:8]2[CH:15]=[CH:14][C:11]([CH:12]=O)=[CH:10][CH:9]=2)[CH:4]=[N:3][CH:2]=1.[CH3:16][NH2:17].[BH4-].[Na+].O. (5) Given the product [Cl:1][C:2]1[CH:3]=[CH:4][C:5]([C:8]2[C:17](=[O:18])[C:16]3[C:11](=[CH:12][CH:13]=[N:14][C:15]=3[NH:19][CH2:20][C:21]3[CH:22]=[CH:23][CH:24]=[CH:25][CH:26]=3)[N:10]([CH2:30][CH2:31][CH2:32][CH3:33])[CH:9]=2)=[CH:6][CH:7]=1, predict the reactants needed to synthesize it. The reactants are: [Cl:1][C:2]1[CH:7]=[CH:6][C:5]([C:8]2[C:17](=[O:18])[C:16]3[C:11](=[CH:12][CH:13]=[N:14][C:15]=3[NH:19][CH2:20][C:21]3[CH:26]=[CH:25][CH:24]=[CH:23][CH:22]=3)[NH:10][CH:9]=2)=[CH:4][CH:3]=1.IC.I[CH2:30][CH2:31][CH2:32][CH3:33]. (6) Given the product [NH2:8][CH2:9][C:10]1[CH:22]=[CH:21][C:13]([O:14][CH2:15][CH2:16][C:17]([O:19][CH3:20])=[O:18])=[CH:12][CH:11]=1, predict the reactants needed to synthesize it. The reactants are: C(OC([NH:8][CH2:9][C:10]1[CH:22]=[CH:21][C:13]([O:14][CH2:15][CH2:16][C:17]([O:19][CH3:20])=[O:18])=[CH:12][CH:11]=1)=O)(C)(C)C.C(O)(C(F)(F)F)=O. (7) Given the product [Si:1]([O:8][C:9]1[CH:14]=[CH:13][C:12]([C:15]2[CH:20]=[CH:19][C:18]([CH:21]=[N:25][OH:26])=[C:17]([Cl:23])[CH:16]=2)=[CH:11][CH:10]=1)([C:4]([CH3:7])([CH3:6])[CH3:5])([CH3:3])[CH3:2], predict the reactants needed to synthesize it. The reactants are: [Si:1]([O:8][C:9]1[CH:14]=[CH:13][C:12]([C:15]2[CH:20]=[CH:19][C:18]([CH:21]=O)=[C:17]([Cl:23])[CH:16]=2)=[CH:11][CH:10]=1)([C:4]([CH3:7])([CH3:6])[CH3:5])([CH3:3])[CH3:2].Cl.[NH2:25][OH:26]. (8) Given the product [S:20]1[CH:24]=[CH:23][CH:22]=[C:21]1[CH2:25][CH2:26][O:17][C:16]([C@@H:11]1[CH2:12][S:13][CH2:14][CH2:15][N:10]1[S:7]([C:4]1[CH:3]=[CH:2][C:1]([CH3:19])=[CH:6][CH:5]=1)(=[O:9])=[O:8])=[O:18], predict the reactants needed to synthesize it. The reactants are: [C:1]1([CH3:19])[CH:6]=[CH:5][C:4]([S:7]([N:10]2[CH2:15][CH2:14][S:13][CH2:12][C@H:11]2[C:16]([OH:18])=[O:17])(=[O:9])=[O:8])=[CH:3][CH:2]=1.[S:20]1[CH:24]=[CH:23][CH:22]=[C:21]1[CH:25](O)[CH3:26].C1CCC(N=C=NC2CCCCC2)CC1.